From a dataset of Forward reaction prediction with 1.9M reactions from USPTO patents (1976-2016). Predict the product of the given reaction. (1) Given the reactants [O:1]=[C:2]1[CH2:7][O:6][CH2:5][CH2:4][N:3]1[CH:8]1[CH2:13][CH2:12][CH:11]([C:14]([O:16]CC)=[O:15])[CH2:10][CH2:9]1.CC(C)([O-])C.[K+].O.Cl, predict the reaction product. The product is: [O:1]=[C:2]1[CH2:7][O:6][CH2:5][CH2:4][N:3]1[C@H:8]1[CH2:9][CH2:10][C@H:11]([C:14]([OH:16])=[O:15])[CH2:12][CH2:13]1. (2) The product is: [Cl:1][C:2]1[CH:3]=[C:4]([C@@H:8]2[C@@H:13]([C:14]3[CH:19]=[CH:18][C:17]([Cl:20])=[CH:16][CH:15]=3)[N:12]([C@@H:21]([CH2:29][CH3:30])[CH2:22][N:23]3[CH2:28][CH2:27][O:26][CH2:25][CH2:24]3)[C:11](=[O:31])[C@@H:10]([CH2:32][C:33]([OH:35])=[O:34])[CH2:9]2)[CH:5]=[CH:6][CH:7]=1. Given the reactants [Cl:1][C:2]1[CH:3]=[C:4]([C@@H:8]2[C@@H:13]([C:14]3[CH:19]=[CH:18][C:17]([Cl:20])=[CH:16][CH:15]=3)[N:12]([C@@H:21]([CH2:29][CH3:30])[CH2:22][N:23]3[CH2:28][CH2:27][O:26][CH2:25][CH2:24]3)[C:11](=[O:31])[C@@H:10]([CH2:32][C:33]([O:35]C(C)(C)C)=[O:34])[CH2:9]2)[CH:5]=[CH:6][CH:7]=1.C(O)(C(F)(F)F)=O, predict the reaction product. (3) Given the reactants [C:1]([C:3]1[CH:11]=[CH:10][CH:9]=[C:8]2[C:4]=1[CH:5]=[CH:6][NH:7]2)#[N:2].[H-].[Al+3].[Li+].[H-].[H-].[H-], predict the reaction product. The product is: [NH:7]1[C:8]2[C:4](=[C:3]([CH2:1][NH2:2])[CH:11]=[CH:10][CH:9]=2)[CH:5]=[CH:6]1. (4) The product is: [CH3:10][O:5][C:4]([CH:3]1[CH2:7][S:8][CH2:9][NH:2]1)=[O:6]. Given the reactants Cl.[NH:2]1[CH2:9][S:8][CH2:7][C@H:3]1[C:4]([OH:6])=[O:5].[CH3:10]O, predict the reaction product. (5) Given the reactants [CH3:1][O:2][C:3]1[CH:4]=[C:5]2[C:10](=[CH:11][C:12]=1[O:13][CH3:14])[N:9]=[CH:8][CH:7]=[C:6]2[O:15][C:16]1[CH:21]=CC(CC(O)=O)=C[CH:17]=1.[NH2:26][C:27]1[CH:31]=[C:30]([CH3:32])[O:29][N:28]=1.C([N:36](C(C)C)CC)(C)C.CO[C@@H]1[C@@H](C(OC)=O)[C@@H]2[C@@H](CN3[C@H](C2)C2[NH:62][C:63]4[CH:68]=[C:67]([O:69]C)C=CC=4C=2CC3)C[C@H]1OC(C1C=C(OC)C(OC)=C(OC)C=1)=O, predict the reaction product. The product is: [CH3:32][C:30]1[O:29][N:28]=[C:27]([NH:26][C:67](=[O:69])[CH2:68][C:63]2[N:36]=[CH:17][C:16]([O:15][C:6]3[C:5]4[C:10](=[CH:11][C:12]([O:13][CH3:14])=[C:3]([O:2][CH3:1])[CH:4]=4)[N:9]=[CH:8][CH:7]=3)=[CH:21][N:62]=2)[CH:31]=1. (6) Given the reactants C(O)(C(F)(F)F)=O.[Cl:8][C:9]1[C:14]([O:15][CH:16]2[CH2:21][CH2:20][N:19]([CH:22]3[CH2:25][O:24][CH2:23]3)[CH2:18][CH2:17]2)=[CH:13][C:12]([C:26]#[N:27])=[CH:11][C:10]=1[NH:28][C:29]1[N:34]=[C:33]([N:35]([CH:45]2[CH2:47][CH2:46]2)CC2C=CC(OC)=CC=2)[C:32]2=[N:48][CH:49]=[C:50]([C:51]#[N:52])[N:31]2[N:30]=1.C1(OC)C=CC=CC=1, predict the reaction product. The product is: [Cl:8][C:9]1[C:14]([O:15][CH:16]2[CH2:21][CH2:20][N:19]([CH:22]3[CH2:25][O:24][CH2:23]3)[CH2:18][CH2:17]2)=[CH:13][C:12]([C:26]#[N:27])=[CH:11][C:10]=1[NH:28][C:29]1[N:34]=[C:33]([NH:35][CH:45]2[CH2:46][CH2:47]2)[C:32]2=[N:48][CH:49]=[C:50]([C:51]#[N:52])[N:31]2[N:30]=1.